This data is from Full USPTO retrosynthesis dataset with 1.9M reactions from patents (1976-2016). The task is: Predict the reactants needed to synthesize the given product. (1) Given the product [CH:1]1([CH2:4][O:5][C:6]2[CH:15]=[CH:14][C:9]([C:10]([OH:12])=[O:11])=[CH:8][C:7]=2[CH:16]=[O:17])[CH2:3][CH2:2]1, predict the reactants needed to synthesize it. The reactants are: [CH:1]1([CH2:4][O:5][C:6]2[CH:15]=[CH:14][C:9]([C:10]([O:12]C)=[O:11])=[CH:8][C:7]=2[CH:16]=[O:17])[CH2:3][CH2:2]1.[OH-].[Na+]. (2) Given the product [NH2:20][C:10]1[C:9]([O:8][CH2:1][C:2]2[CH:3]=[CH:4][CH:5]=[CH:6][CH:7]=2)=[CH:17][CH:16]=[C:15]([O:18][CH3:19])[C:11]=1[C:12]([NH2:14])=[O:13], predict the reactants needed to synthesize it. The reactants are: [CH2:1]([O:8][C:9]1[C:10]([N+:20]([O-])=O)=[C:11]([C:15]([O:18][CH3:19])=[CH:16][CH:17]=1)[C:12]([NH2:14])=[O:13])[C:2]1[CH:7]=[CH:6][CH:5]=[CH:4][CH:3]=1.Cl.O. (3) Given the product [Cl:24][C:5]1[N:4]([C:10]2[CH:15]=[CH:14][CH:13]=[C:12]([C:16]([F:19])([F:18])[F:17])[CH:11]=2)[C:3](=[O:20])[N:2]([CH3:1])[C:7](=[O:8])[CH:6]=1, predict the reactants needed to synthesize it. The reactants are: [CH3:1][N:2]1[C:7](=[O:8])[CH2:6][C:5](=O)[N:4]([C:10]2[CH:15]=[CH:14][CH:13]=[C:12]([C:16]([F:19])([F:18])[F:17])[CH:11]=2)[C:3]1=[O:20].O.P(Cl)(Cl)([Cl:24])=O. (4) Given the product [NH2:47][CH2:48][C:49]1[CH:50]=[C:51]([CH:55]2[CH2:60][CH2:59][N:58]([C:61]([C:63]3[CH:64]=[C:65]([CH2:69][C:70]([C:72]4[CH:77]=[CH:76][C:75]([OH:78])=[CH:74][CH:73]=4)=[O:71])[CH:66]=[CH:67][CH:68]=3)=[O:62])[CH2:57][CH2:56]2)[CH:52]=[CH:53][CH:54]=1, predict the reactants needed to synthesize it. The reactants are: C(OC(N(CC1C=CC=C(C2CCN(C(=O)C3C=CC=C(C#CC4C=CC(O)=CC=4)C=3)CC2)C=1)C(OC(C)(C)C)=O)=O)(C)(C)C.Cl.[NH2:47][CH2:48][C:49]1[CH:50]=[C:51]([CH:55]2[CH2:60][CH2:59][N:58]([C:61]([C:63]3[CH:64]=[C:65]([CH2:69][C:70]([C:72]4[CH:77]=[CH:76][C:75]([OH:78])=[CH:74][CH:73]=4)=[O:71])[CH:66]=[CH:67][CH:68]=3)=[O:62])[CH2:57][CH2:56]2)[CH:52]=[CH:53][CH:54]=1. (5) Given the product [OH:8]/[N:7]=[CH:6]/[C:5]1[CH:9]=[CH:10][C:2]([C:17]2[CH:16]=[CH:15][CH:14]=[C:13]([C:11]#[N:12])[CH:18]=2)=[CH:3][CH:4]=1, predict the reactants needed to synthesize it. The reactants are: Br[C:2]1[CH:10]=[CH:9][C:5]([CH:6]=[N:7][OH:8])=[CH:4][CH:3]=1.[C:11]([C:13]1[CH:14]=[C:15](B(O)O)[CH:16]=[CH:17][CH:18]=1)#[N:12].C(=O)([O-])[O-].[Na+].[Na+]. (6) Given the product [Cl:1][C:2]1[CH:7]=[CH:6][C:5]([CH:8]([C:12]2[CH:17]=[CH:16][CH:15]=[CH:14][CH:13]=2)[C:9]([NH:60][CH2:59][C:56]2[CH:57]=[CH:58][C:52]3[O:51][C:50]([C:49]4[C:44]([CH3:43])=[N:45][CH:46]=[CH:47][CH:48]=4)=[CH:54][C:53]=3[CH:55]=2)=[O:11])=[C:4]([CH3:18])[CH:3]=1, predict the reactants needed to synthesize it. The reactants are: [Cl:1][C:2]1[CH:7]=[CH:6][C:5]([CH:8]([C:12]2[CH:17]=[CH:16][CH:15]=[CH:14][CH:13]=2)[C:9]([OH:11])=O)=[C:4]([CH3:18])[CH:3]=1.CN(C(ON1N=NC2C=CC=NC1=2)=[N+](C)C)C.F[P-](F)(F)(F)(F)F.[CH3:43][C:44]1[C:49]([C:50]2[O:51][C:52]3[CH:58]=[CH:57][C:56]([CH2:59][NH2:60])=[CH:55][C:53]=3[CH:54]=2)=[CH:48][CH:47]=[CH:46][N:45]=1.CN1CCOCC1. (7) Given the product [F:1][C:2]1[CH:3]=[CH:4][C:5]2[C:6]([C:9]3[CH:14]=[CH:13][C:12]([O:15][CH2:16][C@H:17]([OH:18])[CH2:19][NH:23][CH2:26][C:10]4[CH:9]=[CH:14][CH:13]=[C:12]([O:15][CH3:16])[CH:11]=4)=[CH:11][CH:10]=3)=[N:7][O:8][C:20]=2[CH:21]=1, predict the reactants needed to synthesize it. The reactants are: [F:1][C:2]1[CH:21]=[CH:20][C:5]2[C:6]([C:9]3[CH:14]=[CH:13][C:12]([O:15][CH2:16][C@H:17]4[CH2:19][O:18]4)=[CH:11][CH:10]=3)=[N:7][O:8][C:4]=2[CH:3]=1.C[N:23]([CH3:26])C=O. (8) Given the product [Br:1][C:2]1[S:6][C:5]([C:7]([NH2:24])=[O:8])=[C:4]([NH:10][C:11]([O:13][C:14]([CH3:17])([CH3:16])[CH3:15])=[O:12])[CH:3]=1, predict the reactants needed to synthesize it. The reactants are: [Br:1][C:2]1[S:6][C:5]([C:7](O)=[O:8])=[C:4]([NH:10][C:11]([O:13][C:14]([CH3:17])([CH3:16])[CH3:15])=[O:12])[CH:3]=1.OC1C2N=N[NH:24]C=2C=CC=1.Cl.CN(C)CCCN=C=NCC.N. (9) Given the product [F:7][C:6]([F:9])([F:8])[CH:5]([CH:2]1[CH2:3][O:4][C:19](=[O:21])[NH:1]1)[CH3:10], predict the reactants needed to synthesize it. The reactants are: [NH2:1][CH:2]([CH:5]([CH3:10])[C:6]([F:9])([F:8])[F:7])[CH2:3][OH:4].C(N(CC)CC)C.Cl[C:19](Cl)([O:21]C(=O)OC(Cl)(Cl)Cl)Cl. (10) Given the product [CH3:20][O:21][N:22]=[C:9]([CH:3]1[CH2:4][CH2:5][C:6]([CH3:8])=[CH:7][C:2]1([CH3:12])[CH3:1])[CH3:10], predict the reactants needed to synthesize it. The reactants are: [CH3:1][C:2]1([CH3:12])[CH:7]=[C:6]([CH3:8])[CH2:5][CH2:4][CH:3]1[C:9](=O)[CH3:10].N1C=CC=CC=1.Cl.[CH3:20][O:21][NH2:22].